From a dataset of Peptide-MHC class I binding affinity with 185,985 pairs from IEDB/IMGT. Regression. Given a peptide amino acid sequence and an MHC pseudo amino acid sequence, predict their binding affinity value. This is MHC class I binding data. (1) The peptide sequence is ANSHQRSD. The MHC is H-2-Db with pseudo-sequence H-2-Db. The binding affinity (normalized) is 0.0828. (2) The peptide sequence is IAMWLLLLSI. The MHC is HLA-A02:03 with pseudo-sequence HLA-A02:03. The binding affinity (normalized) is 0.302. (3) The peptide sequence is ELHNGFTGY. The MHC is HLA-B51:01 with pseudo-sequence HLA-B51:01. The binding affinity (normalized) is 0.0847.